This data is from Reaction yield outcomes from USPTO patents with 853,638 reactions. The task is: Predict the reaction yield, written as a fraction of the theoretical maximum amount of product (1.0 means a 100% yield; for example, 0.34 means a 34% yield). (1) The product is [C:37]12([NH:47][C:13]([C:6]3[N:5]=[C:4]([CH2:1][CH2:2][CH3:3])[N:8]4[CH:9]=[CH:10][CH:11]=[CH:12][C:7]=34)=[O:15])[CH2:44][CH:43]3[CH2:42][CH:41]([CH2:40][CH:39]([CH2:45]3)[CH2:38]1)[CH2:46]2. The yield is 0.790. The catalyst is CN(C=O)C.C(OCC)(=O)C. The reactants are [CH2:1]([C:4]1[N:8]2[CH:9]=[CH:10][CH:11]=[CH:12][C:7]2=[C:6]([C:13]([OH:15])=O)[N:5]=1)[CH2:2][CH3:3].C(Cl)CCl.C1C=CC2N(O)N=NC=2C=1.CCN(CC)CC.[C:37]12([NH2:47])[CH2:46][CH:41]3[CH2:42][CH:43]([CH2:45][CH:39]([CH2:40]3)[CH2:38]1)[CH2:44]2. (2) The reactants are [F:1][C:2]1[CH:7]=[C:6]([NH:8][C:9]2[NH:13][N:12]=[C:11]([NH2:14])[N:10]=2)[CH:5]=[C:4]([F:15])[C:3]=1C1C=CC(S(C)(=O)=O)=CC=1.CC1(C)C(C)(C)OB([C:34]2[CH:39]=[CH:38][C:37]([S:40]([CH3:43])(=[O:42])=[O:41])=[CH:36][CH:35]=2)O1. No catalyst specified. The product is [F:1][C:2]1[CH:7]=[C:6]([NH:8][C:9]2[NH:13][N:12]=[C:11]([NH2:14])[N:10]=2)[CH:5]=[C:4]([F:15])[C:3]=1[C:35]1[CH:34]=[CH:39][CH:38]=[C:37]([S:40]([CH3:43])(=[O:42])=[O:41])[CH:36]=1. The yield is 0.350. (3) The reactants are Br[C:2]1[CH:3]=[C:4]([C:16]([NH:18][CH2:19][C:20]2[C:21](=[O:28])[NH:22][C:23]([CH3:27])=[CH:24][C:25]=2[CH3:26])=[O:17])[C:5]2[CH:6]=[N:7][N:8]([CH:11]3[CH2:15][CH2:14][CH2:13][CH2:12]3)[C:9]=2[CH:10]=1.CC1(C)C(C)(C)OB([C:37]2[CH:38]=[CH:39][C:40]([CH:43]=[O:44])=[N:41][CH:42]=2)O1.C([O-])([O-])=O.[Na+].[Na+]. The catalyst is O1CCOCC1.C1C=CC([P]([Pd]([P](C2C=CC=CC=2)(C2C=CC=CC=2)C2C=CC=CC=2)([P](C2C=CC=CC=2)(C2C=CC=CC=2)C2C=CC=CC=2)[P](C2C=CC=CC=2)(C2C=CC=CC=2)C2C=CC=CC=2)(C2C=CC=CC=2)C2C=CC=CC=2)=CC=1. The product is [CH:11]1([N:8]2[C:9]3[CH:10]=[C:2]([C:37]4[CH:42]=[N:41][C:40]([CH:43]=[O:44])=[CH:39][CH:38]=4)[CH:3]=[C:4]([C:16]([NH:18][CH2:19][C:20]4[C:21](=[O:28])[NH:22][C:23]([CH3:27])=[CH:24][C:25]=4[CH3:26])=[O:17])[C:5]=3[CH:6]=[N:7]2)[CH2:15][CH2:14][CH2:13][CH2:12]1. The yield is 0.943. (4) The reactants are [Cl:1][C:2]1[CH:7]=[CH:6][C:5]([O:8][C:9]2[CH:14]=[CH:13][C:12]([N+:15]([O-])=O)=[CH:11][C:10]=2[O:18][CH3:19])=[CH:4][C:3]=1[Cl:20].[Cl-].[NH4+]. The yield is 0.740. The catalyst is O1CCCC1.O.[Fe]. The product is [Cl:20][C:3]1[CH:4]=[C:5]([CH:6]=[CH:7][C:2]=1[Cl:1])[O:8][C:9]1[CH:14]=[CH:13][C:12]([NH2:15])=[CH:11][C:10]=1[O:18][CH3:19]. (5) The reactants are [NH2:1][CH2:2][C:3]1[CH:7]=[CH:6][S:5][C:4]=1[C:8]([O:10]C)=O.C([O-])([O-])=O.[K+].[K+].CO. The catalyst is CCO. The product is [S:5]1[C:4]2[C:8](=[O:10])[NH:1][CH2:2][C:3]=2[CH:7]=[CH:6]1. The yield is 0.600. (6) No catalyst specified. The reactants are [CH2:1]([O:8][N:9]1[C:15](=[O:16])[N:14]2[CH2:17][C@H:10]1[CH2:11][CH2:12][C@H:13]2[C:18]([OH:20])=O)[C:2]1[CH:7]=[CH:6][CH:5]=[CH:4][CH:3]=1.[NH2:21][O:22][CH2:23][C@H:24]1[CH2:28][CH2:27][CH2:26][N:25]1[C:29]([O:31][C:32]([CH3:35])([CH3:34])[CH3:33])=[O:30]. The product is [CH2:1]([O:8][N:9]1[C:15](=[O:16])[N:14]2[CH2:17][C@H:10]1[CH2:11][CH2:12][C@H:13]2[C:18]([NH:21][O:22][CH2:23][C@H:24]1[CH2:28][CH2:27][CH2:26][N:25]1[C:29]([O:31][C:32]([CH3:35])([CH3:34])[CH3:33])=[O:30])=[O:20])[C:2]1[CH:3]=[CH:4][CH:5]=[CH:6][CH:7]=1. The yield is 0.500. (7) The reactants are [Cl-].O[NH3+:3].[C:4](=[O:7])([O-])[OH:5].[Na+].CS(C)=O.[O:13]=[C:14]1[C:19]([CH2:20][C:21]2[CH:26]=[CH:25][C:24]([C:27]3[C:28]([C:33]#[N:34])=[CH:29][CH:30]=[CH:31][CH:32]=3)=[CH:23][CH:22]=2)=[C:18]([CH2:35][CH2:36][CH3:37])[N:17]2[N:38]=[CH:39][CH:40]=[C:16]2[N:15]1[CH:41]1[CH2:46][CH2:45][O:44][CH2:43][CH2:42]1. The catalyst is C(OCC)(=O)C. The product is [O:7]=[C:4]1[O:5][N:3]=[C:33]([C:28]2[CH:29]=[CH:30][CH:31]=[CH:32][C:27]=2[C:24]2[CH:25]=[CH:26][C:21]([CH2:20][C:19]3[C:14](=[O:13])[N:15]([CH:41]4[CH2:42][CH2:43][O:44][CH2:45][CH2:46]4)[C:16]4[N:17]([N:38]=[CH:39][CH:40]=4)[C:18]=3[CH2:35][CH2:36][CH3:37])=[CH:22][CH:23]=2)[NH:34]1. The yield is 0.520. (8) The reactants are [F:1][C:2]1[CH:3]=[CH:4][C:5]([N+:18]([O-:20])=O)=[C:6]([C:8]2[C:9]([C:14](OC)=[O:15])=[CH:10][CH:11]=[CH:12][CH:13]=2)[CH:7]=1.[H][H]. The catalyst is CO.[Pd]. The product is [F:1][C:2]1[CH:3]=[CH:4][C:5]2[N:18]([OH:20])[C:14](=[O:15])[C:9]3[C:8](=[CH:13][CH:12]=[CH:11][CH:10]=3)[C:6]=2[CH:7]=1. The yield is 0.980. (9) The reactants are [Br:1][C:2]1[CH:7]=[CH:6][C:5]([S:8](Cl)(=[O:10])=[O:9])=[CH:4][CH:3]=1.[CH2:12]([CH2:14][NH2:15])[OH:13]. No catalyst specified. The product is [Br:1][C:2]1[CH:7]=[CH:6][C:5]([S:8]([NH:15][CH2:14][CH2:12][OH:13])(=[O:10])=[O:9])=[CH:4][CH:3]=1. The yield is 0.980. (10) The yield is 0.900. The reactants are [CH2:1]([O:3][C:4](=[O:33])[CH2:5][NH:6][CH2:7][C:8]1[CH:13]=[CH:12][CH:11]=[C:10]([O:14][CH2:15][CH2:16][C:17]2[N:18]=[C:19]([C:23]3[CH:28]=[CH:27][C:26]([C:29]([F:32])([F:31])[F:30])=[CH:25][CH:24]=3)[O:20][C:21]=2[CH3:22])[CH:9]=1)[CH3:2].C(N(CC)CC)C.[C:41]([NH:45][S:46](Cl)(=[O:48])=[O:47])([CH3:44])([CH3:43])[CH3:42]. No catalyst specified. The product is [CH2:1]([O:3][C:4](=[O:33])[CH2:5][N:6]([S:46]([NH:45][C:41]([CH3:44])([CH3:43])[CH3:42])(=[O:48])=[O:47])[CH2:7][C:8]1[CH:13]=[CH:12][CH:11]=[C:10]([O:14][CH2:15][CH2:16][C:17]2[N:18]=[C:19]([C:23]3[CH:28]=[CH:27][C:26]([C:29]([F:30])([F:32])[F:31])=[CH:25][CH:24]=3)[O:20][C:21]=2[CH3:22])[CH:9]=1)[CH3:2].